From a dataset of Full USPTO retrosynthesis dataset with 1.9M reactions from patents (1976-2016). Predict the reactants needed to synthesize the given product. (1) Given the product [CH3:1][N:2]1[CH:6]=[CH:5][C:4]([NH:7][C:8](=[O:31])[CH:9]([N:14]2[C:19](=[O:20])[CH:18]=[C:17]([O:21][C:42]3[CH:43]=[CH:44][CH:45]=[C:46]4[C:41]=3[CH:40]=[CH:39][NH:38]4)[CH:16]=[N:15]2)[CH2:10][CH:11]([CH3:12])[CH3:13])=[N:3]1, predict the reactants needed to synthesize it. The reactants are: [CH3:1][N:2]1[CH:6]=[CH:5][C:4]([NH:7][C:8](=[O:31])[CH:9]([N:14]2[C:19](=[O:20])[CH:18]=[C:17]([O:21]N3C4C=CC=CC=4N=N3)[CH:16]=[N:15]2)[CH2:10][CH:11]([CH3:13])[CH3:12])=[N:3]1.C(=O)([O-])[O-].[Cs+].[Cs+].[NH:38]1[C:46]2[CH:45]=[CH:44][CH:43]=[C:42](O)[C:41]=2[CH:40]=[CH:39]1. (2) Given the product [ClH:16].[C:51]1([N:49]([CH3:50])[C:34]2[CH:35]=[CH:36][CH:37]=[C:38]3[C:33]=2[N:32]=[C:31]([C:29]([OH:30])=[O:28])[CH:40]=[C:39]3[OH:41])[CH:52]=[CH:53][CH:54]=[CH:55][CH:56]=1, predict the reactants needed to synthesize it. The reactants are: COC(=O)C(NC1C=C([Cl:16])C=C(Cl)C=1OCC1C=CC=CC=1)=CC([O-])=O.C[O:28][C:29]([C:31]1[CH:40]=[C:39]([O:41]CC2C=CC=CC=2)[C:38]2[C:33](=[C:34]([N:49]([C:51]3[CH:56]=[CH:55][CH:54]=[CH:53][CH:52]=3)[CH3:50])[CH:35]=[CH:36][CH:37]=2)[N:32]=1)=[O:30].